This data is from CYP2C19 inhibition data for predicting drug metabolism from PubChem BioAssay. The task is: Regression/Classification. Given a drug SMILES string, predict its absorption, distribution, metabolism, or excretion properties. Task type varies by dataset: regression for continuous measurements (e.g., permeability, clearance, half-life) or binary classification for categorical outcomes (e.g., BBB penetration, CYP inhibition). Dataset: cyp2c19_veith. (1) The drug is CCOC(=O)c1ccc(S(=O)(=O)Nc2ccc3cn[nH]c3c2)cc1. The result is 1 (inhibitor). (2) The drug is O=C(CCNS(=O)(=O)c1cccs1)N1CCCCCC1. The result is 1 (inhibitor). (3) The result is 1 (inhibitor). The drug is O=C(NCc1cccnc1)C1c2ccccc2C(=O)N1C1CCCCCCC1. (4) The molecule is Cc1nn(-c2ccccc2)c(C)c1/C=N/NC(=O)c1cc(-c2ccc(Cl)s2)[nH]n1. The result is 1 (inhibitor). (5) The molecule is Cc1noc(C)c1C(=O)N1CCC[C@@]2(CCN(c3cccc(-c4ccccc4)c3)C2)C1. The result is 0 (non-inhibitor). (6) The compound is CC(=O)Nc1nc2ncc(C=O)nc2c(=O)[nH]1. The result is 0 (non-inhibitor). (7) The molecule is CC(=O)OCC1C2CC[C@H]3C(OCc4ccc(F)cc4C(F)(F)F)OC[C@]4(C)[C@H]3C2=C(CN4C(=O)OC(C)(C)C)[C@H](C)C1COC(C)=O. The result is 0 (non-inhibitor). (8) The compound is O=C(NCC1CC1)[C@H]1C[C@@H]1[C@H](NP(=O)(c1ccccc1)c1ccccc1)c1ccccc1. The result is 0 (non-inhibitor).